From a dataset of Forward reaction prediction with 1.9M reactions from USPTO patents (1976-2016). Predict the product of the given reaction. (1) Given the reactants [CH2:1]([N:8]([CH2:20][C:21]([CH3:23])=[CH2:22])[C:9]([CH:11]1[C:14]2[CH:15]=[CH:16][CH:17]=[C:18]([Cl:19])[C:13]=2[CH2:12]1)=[O:10])[C:2]1[CH:7]=[CH:6][CH:5]=[CH:4][CH:3]=1, predict the reaction product. The product is: [CH2:1]([N:8]1[C:9](=[O:10])[C@@H:11]2[C@:21]([CH3:22])([CH2:23][CH2:12][C:13]3[C:18]([Cl:19])=[CH:17][CH:16]=[CH:15][C:14]=32)[CH2:20]1)[C:2]1[CH:3]=[CH:4][CH:5]=[CH:6][CH:7]=1. (2) Given the reactants CO.[CH2:3]([C:11]1[CH:19]=[CH:18][C:14]([C:15]([OH:17])=[O:16])=[C:13]([NH:20][C:21](=[O:31])[CH2:22]/[CH:23]=[CH:24]/[C:25]2[CH:30]=[CH:29][CH:28]=[CH:27][CH:26]=2)[CH:12]=1)[CH2:4][C:5]1[CH:10]=[CH:9][CH:8]=[CH:7][CH:6]=1, predict the reaction product. The product is: [CH2:3]([C:11]1[CH:19]=[CH:18][C:14]([C:15]([OH:17])=[O:16])=[C:13]([NH:20][C:21](=[O:31])[CH2:22][CH2:23][CH2:24][C:25]2[CH:30]=[CH:29][CH:28]=[CH:27][CH:26]=2)[CH:12]=1)[CH2:4][C:5]1[CH:6]=[CH:7][CH:8]=[CH:9][CH:10]=1. (3) Given the reactants [CH2:1]([O:3][C:4]1[CH:9]=[C:8]([O:10][C:11]2[CH:16]=[CH:15][C:14]([C:17]([O:26][CH2:27][O:28][CH3:29])([C:22]([F:25])([F:24])[F:23])[C:18]([F:21])([F:20])[F:19])=[CH:13][C:12]=2[CH2:30][CH2:31][CH3:32])[CH:7]=[CH:6][C:5]=1[N+:33]([O-])=O)[CH3:2].C(ONC1C=CC(OC2C=CC(C(OCOC)(C(F)(F)F)C(F)(F)F)=CC=2CCC)=CC=1)C, predict the reaction product. The product is: [CH2:1]([O:3][C:4]1[CH:9]=[C:8]([O:10][C:11]2[CH:16]=[CH:15][C:14]([C:17]([O:26][CH2:27][O:28][CH3:29])([C:18]([F:19])([F:20])[F:21])[C:22]([F:24])([F:25])[F:23])=[CH:13][C:12]=2[CH2:30][CH2:31][CH3:32])[CH:7]=[CH:6][C:5]=1[NH2:33])[CH3:2]. (4) Given the reactants [C:1]([O:5][C:6]([N:8]1[CH2:12][CH:11]([O:13][C:14]2[C:23]3[C:18](=[CH:19][C:20]([O:24][CH3:25])=[CH:21][CH:22]=3)[CH:17]=[CH:16][N:15]=2)[CH2:10][CH:9]1[C:26](=[O:36])[NH:27][C:28]1([C:33](O)=[O:34])[CH2:30][CH:29]1[CH2:31][CH3:32])=[O:7])([CH3:4])([CH3:3])[CH3:2].[CH2:37]([C:39]1([O:42][S:43](=[O:46])(=[O:45])[NH2:44])[CH2:41][CH2:40]1)[CH3:38], predict the reaction product. The product is: [C:1]([O:5][C:6]([N:8]1[CH2:12][CH:11]([O:13][C:14]2[C:23]3[C:18](=[CH:19][C:20]([O:24][CH3:25])=[CH:21][CH:22]=3)[CH:17]=[CH:16][N:15]=2)[CH2:10][CH:9]1[C:26](=[O:36])[NH:27][C:28]1([C:33]([NH:44][S:43]([O:42][C:39]2([CH2:37][CH3:38])[CH2:41][CH2:40]2)(=[O:46])=[O:45])=[O:34])[CH2:30][CH:29]1[CH2:31][CH3:32])=[O:7])([CH3:2])([CH3:3])[CH3:4]. (5) Given the reactants [NH2:1][C:2]1[CH:11]=[CH:10][C:9]([Cl:12])=[CH:8][C:3]=1[C:4]([O:6][CH3:7])=[O:5].CC(N(C)C)=O.[F:19][C:20]([F:35])([F:34])[C:21]1[CH:22]=[C:23]([CH:27]=[C:28]([C:30]([F:33])([F:32])[F:31])[CH:29]=1)[C:24](Cl)=[O:25], predict the reaction product. The product is: [F:19][C:20]([F:34])([F:35])[C:21]1[CH:22]=[C:23]([C:24]([NH:1][C:2]2[CH:11]=[CH:10][C:9]([Cl:12])=[CH:8][C:3]=2[C:4]([O:6][CH3:7])=[O:5])=[O:25])[CH:27]=[C:28]([C:30]([F:31])([F:32])[F:33])[CH:29]=1.